This data is from Catalyst prediction with 721,799 reactions and 888 catalyst types from USPTO. The task is: Predict which catalyst facilitates the given reaction. Reactant: [CH2:1]([O:8][C:9]1[CH:10]=[C:11]2[C:15](=[CH:16][C:17]=1[CH3:18])[N:14]([CH2:19][C:20]([O:22][CH3:23])=[O:21])[N:13]=[C:12]2I)[C:2]1[CH:7]=[CH:6][CH:5]=[CH:4][CH:3]=1.C([Sn](CCCC)(CCCC)[C:30]([O:32]CC)=[CH2:31])CCC. Product: [C:30]([C:12]1[C:11]2[C:15](=[CH:16][C:17]([CH3:18])=[C:9]([O:8][CH2:1][C:2]3[CH:7]=[CH:6][CH:5]=[CH:4][CH:3]=3)[CH:10]=2)[N:14]([CH2:19][C:20]([O:22][CH3:23])=[O:21])[N:13]=1)(=[O:32])[CH3:31]. The catalyst class is: 109.